This data is from Forward reaction prediction with 1.9M reactions from USPTO patents (1976-2016). The task is: Predict the product of the given reaction. (1) Given the reactants [Br:1][C:2]1[CH:7]=[CH:6][C:5]([C:8]2[N:20]([CH3:21])[C:11]3=[N:12][CH:13]=[C:14]([C:16]([F:19])([F:18])[F:17])[CH:15]=[C:10]3[N:9]=2)=[C:4](F)[CH:3]=1.[Na].[CH2:24]([SH:26])[CH3:25].C(=O)([O-])O.[Na+], predict the reaction product. The product is: [Br:1][C:2]1[CH:7]=[CH:6][C:5]([C:8]2[N:20]([CH3:21])[C:11]3=[N:12][CH:13]=[C:14]([C:16]([F:19])([F:18])[F:17])[CH:15]=[C:10]3[N:9]=2)=[C:4]([S:26][CH2:24][CH3:25])[CH:3]=1. (2) Given the reactants C[O:2][C:3]1[CH:4]=[CH:5][CH:6]=[C:7]2[C:12]=1[CH2:11][NH:10][CH2:9][CH2:8]2.[BrH:13], predict the reaction product. The product is: [BrH:13].[CH2:11]1[C:12]2[C:7](=[CH:6][CH:5]=[CH:4][C:3]=2[OH:2])[CH2:8][CH2:9][NH:10]1. (3) The product is: [CH2:8]([C:6]1[CH:5]=[C:4]([O:13][CH2:15][CH:16]2[CH2:19][O:18]2)[CH:3]=[C:2]([O:1][CH2:20][CH:22]2[CH2:23][O:24]2)[CH:7]=1)[CH2:9][CH2:10][CH2:11][CH3:12]. Given the reactants [OH:1][C:2]1[CH:7]=[C:6]([CH2:8][CH2:9][CH2:10][CH2:11][CH3:12])[CH:5]=[C:4]([OH:13])[CH:3]=1.C[CH2:15][CH:16]([O:18][CH3:19])O.[CH2:20]([CH:22]1[O:24][CH2:23]1)Cl.O.[OH-].[Na+], predict the reaction product. (4) Given the reactants [Cl:1][C:2]1[N:7]=[C:6]([C:8]2[CH:9]=[C:10]([CH:17]=[CH:18][CH:19]=2)[CH2:11][NH:12][C@@H:13]([CH3:16])[CH2:14][OH:15])[CH:5]=[CH:4][N:3]=1.[C:20]([O:24][C:25]([N:27]([CH2:29][C:30](O)=[O:31])[CH3:28])=[O:26])([CH3:23])([CH3:22])[CH3:21], predict the reaction product. The product is: [C:20]([O:24][C:25](=[O:26])[N:27]([CH2:29][C:30](=[O:31])[N:12]([CH2:11][C:10]1[CH:17]=[CH:18][CH:19]=[C:8]([C:6]2[CH:5]=[CH:4][N:3]=[C:2]([Cl:1])[N:7]=2)[CH:9]=1)[CH:13]([CH3:16])[CH2:14][OH:15])[CH3:28])([CH3:23])([CH3:21])[CH3:22]. (5) Given the reactants [CH2:1]([CH:5]1[CH2:10][CH2:9][CH:8]([CH:11]2[CH2:20][CH2:19][C:14]3(OCC[O:15]3)[CH2:13][CH2:12]2)[CH2:7][CH2:6]1)[CH:2]([CH3:4])[CH3:3].FC(F)(F)C(O)=O, predict the reaction product. The product is: [CH2:1]([CH:5]1[CH2:10][CH2:9][CH:8]([CH:11]2[CH2:12][CH2:13][C:14](=[O:15])[CH2:19][CH2:20]2)[CH2:7][CH2:6]1)[CH:2]([CH3:4])[CH3:3]. (6) Given the reactants [CH3:1][C:2]([CH3:6])([CH3:5])[CH2:3][NH2:4].Cl[C:8]1[CH:13]=[C:12]([C:14]2[CH:19]=[CH:18][CH:17]=[C:16]([Cl:20])[C:15]=2[Cl:21])[N:11]=[C:10]([NH2:22])[N:9]=1, predict the reaction product. The product is: [Cl:21][C:15]1[C:16]([Cl:20])=[CH:17][CH:18]=[CH:19][C:14]=1[C:12]1[N:11]=[C:10]([NH2:22])[N:9]=[C:8]([NH:4][CH2:3][C:2]([CH3:6])([CH3:5])[CH3:1])[CH:13]=1. (7) Given the reactants [CH3:1][O:2][C:3](=[O:23])[CH2:4][N:5]1[C:9]([C:10]2[CH:15]=[CH:14][CH:13]=[CH:12][CH:11]=2)=[CH:8][CH:7]=[C:6]1[C:16]1[CH:21]=[CH:20][C:19]([OH:22])=[CH:18][CH:17]=1.[CH2:24](Br)[CH2:25][C:26]1[CH:31]=[CH:30][CH:29]=[CH:28][CH:27]=1.C([O-])([O-])=O.[K+].[K+].O, predict the reaction product. The product is: [CH3:1][O:2][C:3](=[O:23])[CH2:4][N:5]1[C:9]([C:10]2[CH:15]=[CH:14][CH:13]=[CH:12][CH:11]=2)=[CH:8][CH:7]=[C:6]1[C:16]1[CH:17]=[CH:18][C:19]([O:22][CH2:24][CH2:25][C:26]2[CH:31]=[CH:30][CH:29]=[CH:28][CH:27]=2)=[CH:20][CH:21]=1. (8) Given the reactants [N:1]1[N:2]([C:6]2[CH:23]=[CH:22][CH:21]=[CH:20][C:7]=2[C:8]([N:10]2[C@H:15]([CH3:16])[CH2:14][CH2:13][C@@H:12]([C:17](=[O:19])[CH3:18])[CH2:11]2)=[O:9])[N:3]=[CH:4][CH:5]=1.[Br:24]Br.O, predict the reaction product. The product is: [N:1]1[N:2]([C:6]2[CH:23]=[CH:22][CH:21]=[CH:20][C:7]=2[C:8]([N:10]2[C@H:15]([CH3:16])[CH2:14][CH2:13][C@@H:12]([C:17](=[O:19])[CH2:18][Br:24])[CH2:11]2)=[O:9])[N:3]=[CH:4][CH:5]=1.